This data is from NCI-60 drug combinations with 297,098 pairs across 59 cell lines. The task is: Regression. Given two drug SMILES strings and cell line genomic features, predict the synergy score measuring deviation from expected non-interaction effect. (1) Drug 1: C1=CC(=C2C(=C1NCCNCCO)C(=O)C3=C(C=CC(=C3C2=O)O)O)NCCNCCO. Drug 2: B(C(CC(C)C)NC(=O)C(CC1=CC=CC=C1)NC(=O)C2=NC=CN=C2)(O)O. Cell line: SW-620. Synergy scores: CSS=23.0, Synergy_ZIP=-8.54, Synergy_Bliss=-12.2, Synergy_Loewe=-10.0, Synergy_HSA=-9.12. (2) Drug 1: CS(=O)(=O)C1=CC(=C(C=C1)C(=O)NC2=CC(=C(C=C2)Cl)C3=CC=CC=N3)Cl. Drug 2: CC1OCC2C(O1)C(C(C(O2)OC3C4COC(=O)C4C(C5=CC6=C(C=C35)OCO6)C7=CC(=C(C(=C7)OC)O)OC)O)O. Cell line: NCIH23. Synergy scores: CSS=54.8, Synergy_ZIP=4.57, Synergy_Bliss=4.15, Synergy_Loewe=-13.6, Synergy_HSA=4.51. (3) Drug 1: CS(=O)(=O)OCCCCOS(=O)(=O)C. Drug 2: N.N.Cl[Pt+2]Cl. Cell line: LOX IMVI. Synergy scores: CSS=50.7, Synergy_ZIP=-1.40, Synergy_Bliss=2.75, Synergy_Loewe=5.27, Synergy_HSA=7.25. (4) Drug 1: CC1=C(C=C(C=C1)NC2=NC=CC(=N2)N(C)C3=CC4=NN(C(=C4C=C3)C)C)S(=O)(=O)N.Cl. Drug 2: CN1C(=O)N2C=NC(=C2N=N1)C(=O)N. Cell line: HOP-62. Synergy scores: CSS=2.24, Synergy_ZIP=2.13, Synergy_Bliss=3.27, Synergy_Loewe=-6.88, Synergy_HSA=-3.26. (5) Drug 1: C1=CC(=CC=C1CCC2=CNC3=C2C(=O)NC(=N3)N)C(=O)NC(CCC(=O)O)C(=O)O. Drug 2: CCC1=C2CN3C(=CC4=C(C3=O)COC(=O)C4(CC)O)C2=NC5=C1C=C(C=C5)O. Cell line: MALME-3M. Synergy scores: CSS=23.9, Synergy_ZIP=-9.56, Synergy_Bliss=-2.38, Synergy_Loewe=-0.871, Synergy_HSA=0.642. (6) Drug 1: C1=CC(=CC=C1CC(C(=O)O)N)N(CCCl)CCCl.Cl. Drug 2: CC1CCC2CC(C(=CC=CC=CC(CC(C(=O)C(C(C(=CC(C(=O)CC(OC(=O)C3CCCCN3C(=O)C(=O)C1(O2)O)C(C)CC4CCC(C(C4)OC)OCCO)C)C)O)OC)C)C)C)OC. Cell line: MCF7. Synergy scores: CSS=34.3, Synergy_ZIP=3.36, Synergy_Bliss=5.48, Synergy_Loewe=6.63, Synergy_HSA=9.23. (7) Drug 1: C1=NC2=C(N1)C(=S)N=C(N2)N. Drug 2: C1=CC=C(C=C1)NC(=O)CCCCCCC(=O)NO. Cell line: NCI/ADR-RES. Synergy scores: CSS=44.5, Synergy_ZIP=-1.14, Synergy_Bliss=-1.95, Synergy_Loewe=-1.14, Synergy_HSA=1.17. (8) Drug 1: CN(CC1=CN=C2C(=N1)C(=NC(=N2)N)N)C3=CC=C(C=C3)C(=O)NC(CCC(=O)O)C(=O)O. Drug 2: C1=NC2=C(N1)C(=S)N=CN2. Cell line: NCI/ADR-RES. Synergy scores: CSS=29.2, Synergy_ZIP=-2.49, Synergy_Bliss=-4.18, Synergy_Loewe=-4.49, Synergy_HSA=-3.71. (9) Drug 1: CCCCCOC(=O)NC1=NC(=O)N(C=C1F)C2C(C(C(O2)C)O)O. Drug 2: CCC1=C2CN3C(=CC4=C(C3=O)COC(=O)C4(CC)O)C2=NC5=C1C=C(C=C5)O. Cell line: SF-268. Synergy scores: CSS=41.8, Synergy_ZIP=4.76, Synergy_Bliss=3.70, Synergy_Loewe=-78.6, Synergy_HSA=-0.386.